Dataset: Reaction yield outcomes from USPTO patents with 853,638 reactions. Task: Predict the reaction yield, written as a fraction of the theoretical maximum amount of product (1.0 means a 100% yield; for example, 0.34 means a 34% yield). (1) The reactants are [CH2:1]([C:5]1[N:6]=[C:7]([CH3:27])[NH:8][C:9](=[O:26])[C:10]=1[CH2:11][C:12]1[CH:17]=[CH:16][C:15]([C:18]2[C:19]([C:24]#[N:25])=[CH:20][CH:21]=[CH:22][CH:23]=2)=[CH:14][CH:13]=1)[CH2:2][CH2:3][CH3:4].[H-].[Na+].CN(C)C=O.Br[CH2:36][C:37]1[CH:42]=[CH:41][C:40]([F:43])=[CH:39][CH:38]=1. The catalyst is C(OCC)(=O)C. The product is [CH2:1]([C:5]1[N:6]=[C:7]([CH3:27])[N:8]([CH2:36][C:37]2[CH:42]=[CH:41][C:40]([F:43])=[CH:39][CH:38]=2)[C:9](=[O:26])[C:10]=1[CH2:11][C:12]1[CH:17]=[CH:16][C:15]([C:18]2[C:19]([C:24]#[N:25])=[CH:20][CH:21]=[CH:22][CH:23]=2)=[CH:14][CH:13]=1)[CH2:2][CH2:3][CH3:4]. The yield is 0.580. (2) The reactants are Cl.FC1C=C(C(C(NC2C=CC(F)=CC=2)=O)C(N)=O)C=CC=1OC1C2=C(C)C(OCCN3CCOCC3)=CN2N=CN=1.[F:43][C:44]1[CH:65]=[C:64]([N+:66]([O-])=O)[CH:63]=[CH:62][C:45]=1[O:46][C:47]1[C:52]2=[CH:53][C:54]([C:56]3[CH:57]=[N:58][CH:59]=[CH:60][CH:61]=3)=[CH:55][N:51]2[N:50]=[CH:49][N:48]=1. No catalyst specified. The product is [F:43][C:44]1[CH:65]=[C:64]([NH2:66])[CH:63]=[CH:62][C:45]=1[O:46][C:47]1[C:52]2=[CH:53][C:54]([C:56]3[CH:57]=[N:58][CH:59]=[CH:60][CH:61]=3)=[CH:55][N:51]2[N:50]=[CH:49][N:48]=1. The yield is 0.460.